From a dataset of Forward reaction prediction with 1.9M reactions from USPTO patents (1976-2016). Predict the product of the given reaction. (1) Given the reactants [C:1]([C:3]1[CH:4]=[C:5]([C:13]2[O:17][N:16]=[C:15]([C:18]3[CH:19]=[CH:20][C:21]([F:35])=[C:22]4[C:26]=3[N:25]([CH3:27])[CH:24]=[C:23]4[CH2:28][CH2:29][C:30]([O:32]CC)=[O:31])[N:14]=2)[CH:6]=[CH:7][C:8]=1[O:9][CH:10]([CH3:12])[CH3:11])#[N:2].[OH-].[Na+].Cl, predict the reaction product. The product is: [C:1]([C:3]1[CH:4]=[C:5]([C:13]2[O:17][N:16]=[C:15]([C:18]3[CH:19]=[CH:20][C:21]([F:35])=[C:22]4[C:26]=3[N:25]([CH3:27])[CH:24]=[C:23]4[CH2:28][CH2:29][C:30]([OH:32])=[O:31])[N:14]=2)[CH:6]=[CH:7][C:8]=1[O:9][CH:10]([CH3:12])[CH3:11])#[N:2]. (2) Given the reactants [H-].[Al+3].[Li+].[H-].[H-].[H-].[C:7]([O:11][C:12]([N:14]1[CH2:19][CH2:18][CH:17]([C:20]2[CH:25]=[CH:24][CH:23]=[CH:22][C:21]=2[C:26](OC)=[O:27])[CH2:16][CH2:15]1)=[O:13])([CH3:10])([CH3:9])[CH3:8], predict the reaction product. The product is: [C:7]([O:11][C:12]([N:14]1[CH2:19][CH2:18][CH:17]([C:20]2[CH:25]=[CH:24][CH:23]=[CH:22][C:21]=2[CH2:26][OH:27])[CH2:16][CH2:15]1)=[O:13])([CH3:10])([CH3:8])[CH3:9]. (3) Given the reactants Br[CH:2]([C:5]1[C:6]([C:12]([F:15])([F:14])[F:13])=[N:7][N:8]([CH3:11])[C:9]=1[CH3:10])[CH2:3]Br.[OH-].[K+], predict the reaction product. The product is: [C:2]([C:5]1[C:6]([C:12]([F:14])([F:15])[F:13])=[N:7][N:8]([CH3:11])[C:9]=1[CH3:10])#[CH:3]. (4) Given the reactants [NH2:1][C:2]1[CH:7]=[CH:6][C:5]([F:8])=[CH:4][N:3]=1.[CH3:9][C:10]1[C:11]2[N:12]([N:17]=[C:18]([C:20](=O)[CH2:21][C:22](OCC)=[O:23])[CH:19]=2)[CH:13]=[C:14]([CH3:16])[N:15]=1, predict the reaction product. The product is: [CH3:9][C:10]1[C:11]2[N:12]([N:17]=[C:18]([C:20]3[N:1]=[C:2]4[CH:7]=[CH:6][C:5]([F:8])=[CH:4][N:3]4[C:22](=[O:23])[CH:21]=3)[CH:19]=2)[CH:13]=[C:14]([CH3:16])[N:15]=1. (5) Given the reactants [Cl:1][C:2]1[CH:7]=[CH:6][C:5]([S:8]([C:11]2[S:20][C:14]3=[N+:15]([O-])[CH:16]=[CH:17][CH:18]=[C:13]3[C:12]=2[C:21]2[CH:26]=[CH:25][C:24]([Cl:27])=[CH:23][CH:22]=2)(=[O:10])=[O:9])=[CH:4][CH:3]=1.CN(C=[O:32])C, predict the reaction product. The product is: [Cl:1][C:2]1[CH:7]=[CH:6][C:5]([S:8]([C:11]2[S:20][C:14]3[NH:15][C:16](=[O:32])[CH:17]=[CH:18][C:13]=3[C:12]=2[C:21]2[CH:26]=[CH:25][C:24]([Cl:27])=[CH:23][CH:22]=2)(=[O:10])=[O:9])=[CH:4][CH:3]=1. (6) Given the reactants Cl.Cl.[N:3]1([CH2:8][CH2:9][N:10]2[CH2:15][CH2:14][NH:13][CH2:12][C:11]2=[O:16])[CH2:7][CH2:6][CH2:5][CH2:4]1.[Cl:17][C:18]1[CH:19]=[C:20]([N:25]=[C:26]=[O:27])[CH:21]=[CH:22][C:23]=1[Cl:24], predict the reaction product. The product is: [Cl:17][C:18]1[CH:19]=[C:20]([NH:25][C:26]([N:13]2[CH2:14][CH2:15][N:10]([CH2:9][CH2:8][N:3]3[CH2:7][CH2:6][CH2:5][CH2:4]3)[C:11](=[O:16])[CH2:12]2)=[O:27])[CH:21]=[CH:22][C:23]=1[Cl:24].